From a dataset of Peptide-MHC class II binding affinity with 134,281 pairs from IEDB. Regression. Given a peptide amino acid sequence and an MHC pseudo amino acid sequence, predict their binding affinity value. This is MHC class II binding data. (1) The peptide sequence is LFLDLIMVNLMVDIS. The MHC is DRB1_0101 with pseudo-sequence DRB1_0101. The binding affinity (normalized) is 0.432. (2) The peptide sequence is AAFKIAATAANSAPA. The MHC is DRB1_1101 with pseudo-sequence DRB1_1101. The binding affinity (normalized) is 0.759.